This data is from Forward reaction prediction with 1.9M reactions from USPTO patents (1976-2016). The task is: Predict the product of the given reaction. (1) The product is: [NH2:17][C:16]([NH:2][C:1](=[O:14])[O:3][CH2:4][CH:5]([NH2:13])[CH2:6][C:7]1[CH:12]=[CH:11][CH:10]=[CH:9][CH:8]=1)=[O:15]. Given the reactants [C:1](=[O:14])([O:3][CH2:4][CH:5]([NH2:13])[CH2:6][C:7]1[CH:12]=[CH:11][CH:10]=[CH:9][CH:8]=1)[NH2:2].[O-:15][C:16]#[N:17].[Na+].CS(O)(=O)=O, predict the reaction product. (2) Given the reactants Cl.Cl.[CH3:3][O:4][C:5]1[CH:6]=[C:7]([C:11]2([C:23]#[N:24])[CH2:16][CH2:15][N:14]([CH:17]3[CH2:22][CH2:21][NH:20][CH2:19][CH2:18]3)[CH2:13][CH2:12]2)[CH:8]=[CH:9][CH:10]=1.[C:25](=O)([O-])[O-].[K+].[K+].CI, predict the reaction product. The product is: [CH3:3][O:4][C:5]1[CH:6]=[C:7]([C:11]2([C:23]#[N:24])[CH2:12][CH2:13][N:14]([CH:17]3[CH2:22][CH2:21][N:20]([CH3:25])[CH2:19][CH2:18]3)[CH2:15][CH2:16]2)[CH:8]=[CH:9][CH:10]=1. (3) Given the reactants [CH:1]([CH:4]1[NH:9][CH2:8][CH2:7][N:6]2[C:10]3[CH:16]=[C:15]([S:17]([CH3:20])(=[O:19])=[O:18])[CH:14]=[CH:13][C:11]=3[N:12]=[C:5]12)([CH3:3])[CH3:2].Cl[C:22]1[N:27]=[C:26]([C:28]([F:31])([F:30])[F:29])[C:25]([C:32](=[O:34])[CH3:33])=[CH:24][N:23]=1.CCN(C(C)C)C(C)C, predict the reaction product. The product is: [CH:1]([CH:4]1[N:9]([C:22]2[N:27]=[C:26]([C:28]([F:29])([F:30])[F:31])[C:25]([C:32](=[O:34])[CH3:33])=[CH:24][N:23]=2)[CH2:8][CH2:7][N:6]2[C:10]3[CH:16]=[C:15]([S:17]([CH3:20])(=[O:18])=[O:19])[CH:14]=[CH:13][C:11]=3[N:12]=[C:5]12)([CH3:3])[CH3:2]. (4) The product is: [ClH:1].[CH3:19][C:16]1[N:4]2[C:5]([C:8]([N:10]3[CH2:15][CH2:14][O:13][CH2:12][CH2:11]3)=[O:9])=[CH:6][N:7]=[C:2]([NH:25][C:24]3[CH:26]=[CH:27][CH:28]=[C:22]([C:21]([F:20])([F:29])[F:30])[CH:23]=3)[C:3]2=[CH:18][CH:17]=1. Given the reactants [Cl:1][C:2]1[C:3]2[N:4]([C:16]([CH3:19])=[CH:17][CH:18]=2)[C:5]([C:8]([N:10]2[CH2:15][CH2:14][O:13][CH2:12][CH2:11]2)=[O:9])=[CH:6][N:7]=1.[F:20][C:21]([F:30])([F:29])[C:22]1[CH:23]=[C:24]([CH:26]=[CH:27][CH:28]=1)[NH2:25], predict the reaction product. (5) Given the reactants C([O:8][C:9]1[CH:10]=[C:11]([C:20](=[O:26])[CH:21](OCC)O)[C:12]2[O:17][CH2:16][C:15](=[O:18])[NH:14][C:13]=2[CH:19]=1)C1C=CC=CC=1.[F:27][C:28]1[CH:29]=[C:30]([CH2:35][C:36]([NH2:39])([CH3:38])[CH3:37])[CH:31]=[CH:32][C:33]=1[F:34].[BH4-].[Li+].ClCCl, predict the reaction product. The product is: [F:27][C:28]1[CH:29]=[C:30]([CH2:35][C:36]([NH:39][CH2:21][CH:20]([C:11]2[C:12]3[O:17][CH2:16][C:15](=[O:18])[NH:14][C:13]=3[CH:19]=[C:9]([OH:8])[CH:10]=2)[OH:26])([CH3:37])[CH3:38])[CH:31]=[CH:32][C:33]=1[F:34]. (6) Given the reactants ClC(Cl)(Cl)C(Cl)(Cl)Cl.[F:9][C:10]1[CH:11]=[CH:12][C:13]([NH:16][NH:17][C:18]([C@@H:20]2[CH2:24][CH2:23][CH2:22][N:21]2[CH3:25])=O)=[N:14][CH:15]=1.C1(P(C2C=CC=CC=2)C2C=CC=CC=2)C=CC=CC=1.C(N(CC)CC)C, predict the reaction product. The product is: [F:9][C:10]1[CH:11]=[CH:12][C:13]2[N:14]([C:18]([C@@H:20]3[CH2:24][CH2:23][CH2:22][N:21]3[CH3:25])=[N:17][N:16]=2)[CH:15]=1.